This data is from Reaction yield outcomes from USPTO patents with 853,638 reactions. The task is: Predict the reaction yield, written as a fraction of the theoretical maximum amount of product (1.0 means a 100% yield; for example, 0.34 means a 34% yield). The reactants are [CH2:1]([O:8][C:9]([N:11]([CH3:28])[CH2:12][CH2:13][CH2:14][N:15]([CH3:27])[C:16]([C:18]1[N:23]=[CH:22][C:21](C(O)=O)=[CH:20][CH:19]=1)=[O:17])=[O:10])[C:2]1[CH:7]=[CH:6][CH:5]=[CH:4][CH:3]=1.C([N:31]([CH2:34]C)CC)C.[N-]=[N+]=[N-].C1([O:45]P([O-])(OC2C=CC=CC=2)=O)C=CC=CC=1.[C:56]([OH:60])([CH3:59])([CH3:58])[CH3:57]. No catalyst specified. The product is [C:56]([O:60][C:34]([NH:31][C:21]1[CH:20]=[CH:19][C:18]([C:16]([N:15]([CH3:27])[CH2:14][CH2:13][CH2:12][N:11]([CH3:28])[C:9](=[O:10])[O:8][CH2:1][C:2]2[CH:3]=[CH:4][CH:5]=[CH:6][CH:7]=2)=[O:17])=[N:23][CH:22]=1)=[O:45])([CH3:59])([CH3:58])[CH3:57]. The yield is 0.640.